This data is from Catalyst prediction with 721,799 reactions and 888 catalyst types from USPTO. The task is: Predict which catalyst facilitates the given reaction. (1) Reactant: [NH2:1][C:2]1[C:17]([C:18]([F:21])([F:20])[F:19])=[CH:16][C:5]([CH2:6][C@@H:7]([CH2:12][C:13]([O-:15])=O)[C:8]([O:10][CH3:11])=[O:9])=[CH:4][C:3]=1[Cl:22].CN(C(ON1N=NC2C=CC=CC1=2)=[N+](C)C)C.[B-](F)(F)(F)F.C(N(CC)CC)C.[OH:52][C:53]1[CH:54]=[C:55]2[C:60](=[CH:61][CH:62]=1)[NH:59][C:58](=[O:63])[N:57]([CH:64]1[CH2:69][CH2:68][NH:67][CH2:66][CH2:65]1)[CH2:56]2.C([O-])(O)=O.[Na+]. Product: [NH2:1][C:2]1[C:17]([C:18]([F:21])([F:20])[F:19])=[CH:16][C:5]([CH2:6][C@@H:7]([CH2:12][C:13]([N:67]2[CH2:66][CH2:65][CH:64]([N:57]3[CH2:56][C:55]4[C:60](=[CH:61][CH:62]=[C:53]([OH:52])[CH:54]=4)[NH:59][C:58]3=[O:63])[CH2:69][CH2:68]2)=[O:15])[C:8]([O:10][CH3:11])=[O:9])=[CH:4][C:3]=1[Cl:22]. The catalyst class is: 3. (2) Reactant: [N+](=[C:3]([C:8]1[CH:17]=[CH:16][C:15]2[C:10](=[CH:11][CH:12]=[CH:13][CH:14]=2)[CH:9]=1)[C:4]([O:6][CH3:7])=[O:5])=[N-].[CH:18](/[C:22]1[CH:27]=[CH:26][CH:25]=[CH:24][CH:23]=1)=[CH:19]\[CH:20]=[CH2:21]. Product: [CH:9]1[C:10]2[C:15](=[CH:14][CH:13]=[CH:12][CH:11]=2)[CH:16]=[CH:17][C:8]=1[C:3]1([C:4]([O:6][CH3:7])=[O:5])[CH2:21][CH:20]1/[CH:19]=[CH:18]/[C:22]1[CH:27]=[CH:26][CH:25]=[CH:24][CH:23]=1. The catalyst class is: 11. (3) Reactant: [C:1]([O:5][C:6](=[O:22])[NH:7][CH2:8][CH:9]([CH2:20][OH:21])[CH2:10][CH2:11][N:12]1[CH:17]=[CH:16][C:15](=[O:18])[NH:14][C:13]1=[O:19])([CH3:4])([CH3:3])[CH3:2].[C:23](Cl)([C:36]1[CH:41]=[CH:40][CH:39]=[CH:38][CH:37]=1)([C:30]1[CH:35]=[CH:34][CH:33]=[CH:32][CH:31]=1)[C:24]1[CH:29]=[CH:28][CH:27]=[CH:26][CH:25]=1. Product: [C:1]([O:5][C:6](=[O:22])[NH:7][CH2:8][CH:9]([CH2:20][O:21][C:23]([C:24]1[CH:29]=[CH:28][CH:27]=[CH:26][CH:25]=1)([C:36]1[CH:37]=[CH:38][CH:39]=[CH:40][CH:41]=1)[C:30]1[CH:31]=[CH:32][CH:33]=[CH:34][CH:35]=1)[CH2:10][CH2:11][N:12]1[CH:17]=[CH:16][C:15](=[O:18])[NH:14][C:13]1=[O:19])([CH3:3])([CH3:2])[CH3:4]. The catalyst class is: 17. (4) Reactant: [OH:1][CH:2]1[CH2:7][CH2:6][CH:5]([C:8]([O:10][CH2:11][CH3:12])=[O:9])[CH2:4][CH2:3]1.N1C=CN=C1.[Si:18](Cl)([C:21]([CH3:24])([CH3:23])[CH3:22])([CH3:20])[CH3:19].O. Product: [Si:18]([O:1][CH:2]1[CH2:3][CH2:4][CH:5]([C:8]([O:10][CH2:11][CH3:12])=[O:9])[CH2:6][CH2:7]1)([C:21]([CH3:24])([CH3:23])[CH3:22])([CH3:20])[CH3:19]. The catalyst class is: 3. (5) Reactant: [NH2:1][C:2]1[CH:3]=[C:4]([CH:8]([OH:22])[C:9]2[C:14](=[O:15])[CH:13]=[CH:12][N:11]([C:16]3[CH:21]=[CH:20][CH:19]=[CH:18][CH:17]=3)[N:10]=2)[CH:5]=[CH:6][CH:7]=1.[NH2:23][C:24]1[CH:25]=[C:26]([CH:41]=[CH:42][CH:43]=1)[CH2:27][C:28]1[C:33](=[O:34])[CH:32]=[CH:31][N:30]([C:35]2[CH:40]=[CH:39][CH:38]=[CH:37][CH:36]=2)[N:29]=1.CCN(C(C)C)C(C)C.Cl[C:54]([O:56][CH2:57][CH3:58])=[O:55]. The catalyst class is: 1. Product: [CH2:57]([O:56][C:54](=[O:55])[NH:1][C:2]1[CH:7]=[CH:6][CH:5]=[C:4]([CH:8]([OH:22])[C:9]2[C:14](=[O:15])[CH:13]=[CH:12][N:11]([C:16]3[CH:17]=[CH:18][CH:19]=[CH:20][CH:21]=3)[N:10]=2)[CH:3]=1)[CH3:58].[O:34]=[C:33]1[CH:32]=[CH:31][N:30]([C:35]2[CH:40]=[CH:39][CH:38]=[CH:37][CH:36]=2)[N:29]=[C:28]1[CH2:27][C:26]1[CH:25]=[C:24]([NH:23][C:54](=[O:55])[O:56][CH2:57][CH3:58])[CH:43]=[CH:42][CH:41]=1.